Dataset: Peptide-MHC class I binding affinity with 185,985 pairs from IEDB/IMGT. Task: Regression. Given a peptide amino acid sequence and an MHC pseudo amino acid sequence, predict their binding affinity value. This is MHC class I binding data. (1) The peptide sequence is AYSNRNRFL. The MHC is HLA-A24:02 with pseudo-sequence HLA-A24:02. The binding affinity (normalized) is 0.582. (2) The peptide sequence is VAWRTATLI. The MHC is HLA-B51:01 with pseudo-sequence HLA-B51:01. The binding affinity (normalized) is 0.545. (3) The peptide sequence is YTGDFDSVI. The MHC is Mamu-B03 with pseudo-sequence Mamu-B03. The binding affinity (normalized) is 0. (4) The peptide sequence is PLRPMTYR. The MHC is HLA-A29:02 with pseudo-sequence HLA-A29:02. The binding affinity (normalized) is 0. (5) The peptide sequence is RAAEMDYIM. The MHC is HLA-C05:01 with pseudo-sequence HLA-C05:01. The binding affinity (normalized) is 0.262. (6) The peptide sequence is MSYSMCTGK. The MHC is HLA-A11:01 with pseudo-sequence HLA-A11:01. The binding affinity (normalized) is 0.674. (7) The peptide sequence is RFVKFNDYR. The MHC is HLA-A31:01 with pseudo-sequence HLA-A31:01. The binding affinity (normalized) is 1.000.